Dataset: Reaction yield outcomes from USPTO patents with 853,638 reactions. Task: Predict the reaction yield, written as a fraction of the theoretical maximum amount of product (1.0 means a 100% yield; for example, 0.34 means a 34% yield). (1) The reactants are FC(F)(F)C(O)=O.[Cl:8][C:9]1[C:10]([F:38])=[C:11]([CH:15]2[C:19]([C:22]3[CH:27]=[CH:26][C:25]([Cl:28])=[CH:24][C:23]=3[F:29])([C:20]#[N:21])[CH:18]([CH2:30][C:31]([CH3:34])([CH3:33])[CH3:32])[NH:17][CH:16]2[C:35](O)=[O:36])[CH:12]=[CH:13][CH:14]=1.[NH2:39][C:40]1[C:41]([CH3:46])=[N:42][CH:43]=[CH:44][CH:45]=1.CN(C(ON1N=NC2C=CC=NC1=2)=[N+](C)C)C.F[P-](F)(F)(F)(F)F.CCN(C(C)C)C(C)C. The catalyst is C(Cl)Cl. The product is [CH3:46][C:41]1[C:40]([NH:39][C:35]([CH:16]2[CH:15]([C:11]3[CH:12]=[CH:13][CH:14]=[C:9]([Cl:8])[C:10]=3[F:38])[C:19]([C:22]3[CH:27]=[CH:26][C:25]([Cl:28])=[CH:24][C:23]=3[F:29])([C:20]#[N:21])[CH:18]([CH2:30][C:31]([CH3:34])([CH3:33])[CH3:32])[NH:17]2)=[O:36])=[CH:45][CH:44]=[CH:43][N:42]=1. The yield is 0.550. (2) The reactants are O/[N:2]=[CH:3]/[CH:4]1[CH:13]([C:14]([NH:16][C:17]2[CH:22]=[CH:21][CH:20]=[C:19]([O:23][CH3:24])[CH:18]=2)=[O:15])[C:12]2[C:7](=[CH:8][CH:9]=[CH:10][CH:11]=2)[C:6](=[O:25])[N:5]1[CH2:26][CH2:27][O:28][CH3:29]. The catalyst is C(OC(=O)C)(=O)C. The product is [C:3]([CH:4]1[CH:13]([C:14]([NH:16][C:17]2[CH:22]=[CH:21][CH:20]=[C:19]([O:23][CH3:24])[CH:18]=2)=[O:15])[C:12]2[C:7](=[CH:8][CH:9]=[CH:10][CH:11]=2)[C:6](=[O:25])[N:5]1[CH2:26][CH2:27][O:28][CH3:29])#[N:2]. The yield is 0.460. (3) The reactants are Cl.[Br:2][C:3]1[CH:11]=[CH:10][CH:9]=[C:8]2[C:4]=1[CH2:5][CH2:6][C@@H:7]2[NH2:12].C(N(CC)CC)C.[C:20](O[C:20]([O:22][C:23]([CH3:26])([CH3:25])[CH3:24])=[O:21])([O:22][C:23]([CH3:26])([CH3:25])[CH3:24])=[O:21]. The yield is 0.700. The product is [Br:2][C:3]1[CH:11]=[CH:10][CH:9]=[C:8]2[C:4]=1[CH2:5][CH2:6][C@@H:7]2[NH:12][C:20](=[O:21])[O:22][C:23]([CH3:26])([CH3:25])[CH3:24]. The catalyst is C(Cl)Cl. (4) The reactants are [Cl:1][C:2]1[CH:3]=[CH:4][C:5]([O:18][C:19]2[C:27]([F:28])=[CH:26][CH:25]=[CH:24][C:20]=2[C:21]([OH:23])=[O:22])=[C:6]2[C:11]=1[NH:10][C:9](=[O:12])[NH:8][C:7]12[CH2:17][CH2:16][CH2:15][CH2:14][CH2:13]1.OS(O)(=O)=O.O.[CH3:35]O. No catalyst specified. The product is [Cl:1][C:2]1[CH:3]=[CH:4][C:5]([O:18][C:19]2[C:27]([F:28])=[CH:26][CH:25]=[CH:24][C:20]=2[C:21]([O:23][CH3:35])=[O:22])=[C:6]2[C:11]=1[NH:10][C:9](=[O:12])[NH:8][C:7]12[CH2:17][CH2:16][CH2:15][CH2:14][CH2:13]1. The yield is 0.889. (5) The reactants are C[O:2][C:3](=[O:16])[CH:4]([C:6]1[CH:11]=[CH:10][C:9]([C:12]([F:15])([F:14])[F:13])=[CH:8][CH:7]=1)[OH:5].[F:17][C:18]1[CH:23]=[CH:22][C:21]([OH:24])=[CH:20][CH:19]=1.[NH2:25][C:26]1[S:27][CH:28]=[CH:29][N:30]=1. The catalyst is C1COCC1. The product is [F:17][C:18]1[CH:23]=[CH:22][C:21]([O:5][CH:4]([C:6]2[CH:11]=[CH:10][C:9]([C:12]([F:15])([F:14])[F:13])=[CH:8][CH:7]=2)[C:3]([OH:2])=[O:16])=[CH:20][CH:19]=1.[F:17][C:18]1[CH:23]=[CH:22][C:21]([O:24][CH:4]([C:6]2[CH:7]=[CH:8][C:9]([C:12]([F:13])([F:14])[F:15])=[CH:10][CH:11]=2)[C:3]([NH:25][C:26]2[S:27][CH:28]=[CH:29][N:30]=2)=[O:16])=[CH:20][CH:19]=1. The yield is 0.620. (6) No catalyst specified. The yield is 0.780. The product is [CH3:33][O:32][C:25]1[CH:24]=[C:23]([CH:28]=[CH:27][C:26]=1[N+:29]([O-:31])=[O:30])[C:22]([C:6]1[N:5]2[C:9]([CH:10]=[C:2]([NH:1][CH3:36])[CH:3]=[CH:4]2)=[C:8]([C:11]([O:13][CH2:14][C:15]2[CH:20]=[CH:19][CH:18]=[CH:17][CH:16]=2)=[O:12])[C:7]=1[CH3:21])=[O:34]. The reactants are [NH2:1][C:2]1[CH:3]=[CH:4][N:5]2[C:9]([CH:10]=1)=[C:8]([C:11]([O:13][CH2:14][C:15]1[CH:20]=[CH:19][CH:18]=[CH:17][CH:16]=1)=[O:12])[C:7]([CH3:21])=[C:6]2[C:22](=[O:34])[C:23]1[CH:28]=[CH:27][C:26]([N+:29]([O-:31])=[O:30])=[C:25]([O:32][CH3:33])[CH:24]=1.F[C:36](F)(F)C(O)=O. (7) The reactants are [Cl:1][C:2]1[C:11]([O:12][CH3:13])=[CH:10][C:5]([C:6]([O:8][CH3:9])=[O:7])=[CH:4][C:3]=1[C:14]#[CH:15].Br[C:17]1[CH:18]=[N:19][C:20]([NH:23][C:24]2[CH:29]=[CH:28][C:27]([N:30]3[CH2:35][C@H:34]([CH3:36])[NH:33][C@H:32]([CH3:37])[CH2:31]3)=[CH:26][CH:25]=2)=[N:21][CH:22]=1. The catalyst is C1COCC1.[Cu]I.Cl[Pd](Cl)([P](C1C=CC=CC=1)(C1C=CC=CC=1)C1C=CC=CC=1)[P](C1C=CC=CC=1)(C1C=CC=CC=1)C1C=CC=CC=1. The product is [Cl:1][C:2]1[C:11]([O:12][CH3:13])=[CH:10][C:5]([C:6]([O:8][CH3:9])=[O:7])=[CH:4][C:3]=1[C:14]#[C:15][C:17]1[CH:18]=[N:19][C:20]([NH:23][C:24]2[CH:29]=[CH:28][C:27]([N:30]3[CH2:31][C@@H:32]([CH3:37])[NH:33][C@@H:34]([CH3:36])[CH2:35]3)=[CH:26][CH:25]=2)=[N:21][CH:22]=1. The yield is 0.384. (8) The reactants are [C:1]([O:4][CH2:5][C@@H:6]1[C@@H:11]([O:12][C:13](=[O:15])[CH3:14])[C@H:10]([O:16][C:17](=[O:19])[CH3:18])[C@@H:9]([O:20][C:21](=[O:23])[CH3:22])[C@H:8]([N:24]2[C:32]3[C:27](=[C:28]([CH3:33])[CH:29]=[CH:30][CH:31]=3)[C:26]([C:34](=[O:42])[C:35]3[CH:40]=[CH:39][C:38]([OH:41])=[CH:37][CH:36]=3)=[CH:25]2)[O:7]1)(=[O:3])[CH3:2].C(#N)C.C(=O)([O-])[O-].[K+].[K+].Br[CH2:53][CH2:54][CH2:55][O:56][CH2:57][C:58]1[CH:63]=[CH:62][CH:61]=[CH:60][CH:59]=1. The catalyst is CCOC(C)=O. The product is [C:1]([O:4][CH2:5][C@@H:6]1[C@@H:11]([O:12][C:13](=[O:15])[CH3:14])[C@H:10]([O:16][C:17](=[O:19])[CH3:18])[C@@H:9]([O:20][C:21](=[O:23])[CH3:22])[C@H:8]([N:24]2[C:32]3[C:27](=[C:28]([CH3:33])[CH:29]=[CH:30][CH:31]=3)[C:26]([C:34](=[O:42])[C:35]3[CH:40]=[CH:39][C:38]([O:41][CH2:53][CH2:54][CH2:55][O:56][CH2:57][C:58]4[CH:63]=[CH:62][CH:61]=[CH:60][CH:59]=4)=[CH:37][CH:36]=3)=[CH:25]2)[O:7]1)(=[O:3])[CH3:2]. The yield is 0.908. (9) The reactants are [Br:1][C:2]1[CH:21]=[CH:20][C:5]([CH2:6][N:7]([C@H:14]([CH:16]2[CH2:19][CH2:18][CH2:17]2)[CH3:15])S(C(C)(C)C)=O)=[CH:4][CH:3]=1.[ClH:22]. The catalyst is CO. The product is [ClH:22].[Br:1][C:2]1[CH:3]=[CH:4][C:5]([CH2:6][NH:7][C@H:14]([CH:16]2[CH2:17][CH2:18][CH2:19]2)[CH3:15])=[CH:20][CH:21]=1. The yield is 0.940.